The task is: Predict the reaction yield, written as a fraction of the theoretical maximum amount of product (1.0 means a 100% yield; for example, 0.34 means a 34% yield).. This data is from Reaction yield outcomes from USPTO patents with 853,638 reactions. The reactants are [NH2:1][C:2]1[CH:7]=[C:6]([C:8]2[S:9][C:10]3[CH:16]=[CH:15][CH:14]=[CH:13][C:11]=3[N:12]=2)[CH:5]=[C:4]([Cl:17])[C:3]=1[OH:18].[N:19]([C:22]1[CH:27]=[CH:26][CH:25]=[CH:24][C:23]=1[C:28]([F:31])([F:30])[F:29])=[C:20]=[S:21]. No catalyst specified. The product is [S:9]1[C:10]2[CH:16]=[CH:15][CH:14]=[CH:13][C:11]=2[N:12]=[C:8]1[C:6]1[CH:5]=[C:4]([Cl:17])[C:3]([OH:18])=[C:2]([NH:1][C:20]([NH:19][C:22]2[CH:27]=[CH:26][CH:25]=[CH:24][C:23]=2[C:28]([F:29])([F:30])[F:31])=[S:21])[CH:7]=1. The yield is 0.350.